From a dataset of Peptide-MHC class I binding affinity with 185,985 pairs from IEDB/IMGT. Regression. Given a peptide amino acid sequence and an MHC pseudo amino acid sequence, predict their binding affinity value. This is MHC class I binding data. The peptide sequence is KVQEWYLSY. The MHC is HLA-B46:01 with pseudo-sequence HLA-B46:01. The binding affinity (normalized) is 0.0847.